Dataset: Catalyst prediction with 721,799 reactions and 888 catalyst types from USPTO. Task: Predict which catalyst facilitates the given reaction. (1) Reactant: [CH3:1][N:2]1[C:10]2[C:5](=[C:6]([O:15][CH3:16])[C:7]([O:13][CH3:14])=[C:8]([O:11][CH3:12])[CH:9]=2)[CH:4]=[C:3]1[C:17](OC)=[O:18].C1(C)C=CC=CC=1.C([Al]C(C)C)(C)C.O.O.O.O.O.O.O.O.O.O.S([O-])([O-])(=O)=O.[Na+].[Na+]. Product: [OH:18][CH2:17][C:3]1[N:2]([CH3:1])[C:10]2[C:5]([CH:4]=1)=[C:6]([O:15][CH3:16])[C:7]([O:13][CH3:14])=[C:8]([O:11][CH3:12])[CH:9]=2. The catalyst class is: 116. (2) Reactant: [OH-].[Na+].F[C:4]1[CH:14]=[CH:13][C:7]([C:8]([O:10][CH2:11][I:12])=[O:9])=[CH:6][CH:5]=1. Product: [C:8]([O:10][CH2:11][I:12])(=[O:9])[C:7]1[CH:13]=[CH:14][CH:4]=[CH:5][CH:6]=1. The catalyst class is: 716. (3) Reactant: [CH3:1][CH:2]1[NH:7][CH2:6][CH2:5][N:4]([C:8]([O:10][C:11]([CH3:14])([CH3:13])[CH3:12])=[O:9])[CH2:3]1.CCN(C(C)C)C(C)C.Cl[C:25]([O:27][CH:28]([CH3:30])[CH3:29])=[O:26]. Product: [CH3:1][CH:2]1[CH2:3][N:4]([C:8]([O:10][C:11]([CH3:13])([CH3:12])[CH3:14])=[O:9])[CH2:5][CH2:6][N:7]1[C:25]([O:27][CH:28]([CH3:30])[CH3:29])=[O:26]. The catalyst class is: 802. (4) Reactant: [OH:1][C:2]1[CH:31]=[CH:30][C:5]([CH2:6][N:7]2[C:15]3[C:10](=[CH:11][C:12]([CH:16]=[C:17]4[S:21][C:20]([N:22]5[CH2:27][CH2:26][N:25]([CH3:28])[CH2:24][CH2:23]5)=[N:19][C:18]4=[O:29])=[CH:13][CH:14]=3)[CH:9]=[N:8]2)=[C:4]([C:32]([F:35])([F:34])[F:33])[CH:3]=1.CCN(C(C)C)C(C)C.[CH3:45][S:46](Cl)(=[O:48])=[O:47]. Product: [CH3:28][N:25]1[CH2:26][CH2:27][N:22]([C:20]2[S:21][C:17](=[CH:16][C:12]3[CH:11]=[C:10]4[C:15](=[CH:14][CH:13]=3)[N:7]([CH2:6][C:5]3[CH:30]=[CH:31][C:2]([O:1][S:46]([CH3:45])(=[O:48])=[O:47])=[CH:3][C:4]=3[C:32]([F:35])([F:34])[F:33])[N:8]=[CH:9]4)[C:18](=[O:29])[N:19]=2)[CH2:23][CH2:24]1. The catalyst class is: 2.